This data is from Full USPTO retrosynthesis dataset with 1.9M reactions from patents (1976-2016). The task is: Predict the reactants needed to synthesize the given product. (1) Given the product [CH3:9][O:10][C:2]1[C:3]([NH2:8])=[N:4][CH:5]=[CH:6][N:7]=1, predict the reactants needed to synthesize it. The reactants are: Cl[C:2]1[C:3]([NH2:8])=[N:4][CH:5]=[CH:6][N:7]=1.[CH3:9][O-:10].[Na+]. (2) Given the product [Na+:39].[Cl:8][C:4]1[CH:5]=[CH:6][CH:7]=[C:2]([Cl:1])[C:3]=1[C:9]1[C:13]([CH2:14][O:15][C:16]2[CH:21]=[CH:20][C:19]([C:22]3[CH:23]=[C:24]4[C:29](=[CH:30][CH:31]=3)[C:28]([C:32]([O-:34])=[O:33])=[CH:27][CH:26]=[CH:25]4)=[CH:18][CH:17]=2)=[C:12]([CH:35]([CH3:37])[CH3:36])[O:11][N:10]=1, predict the reactants needed to synthesize it. The reactants are: [Cl:1][C:2]1[CH:7]=[CH:6][CH:5]=[C:4]([Cl:8])[C:3]=1[C:9]1[C:13]([CH2:14][O:15][C:16]2[CH:21]=[CH:20][C:19]([C:22]3[CH:23]=[C:24]4[C:29](=[CH:30][CH:31]=3)[C:28]([C:32]([OH:34])=[O:33])=[CH:27][CH:26]=[CH:25]4)=[CH:18][CH:17]=2)=[C:12]([CH:35]([CH3:37])[CH3:36])[O:11][N:10]=1.[OH-].[Na+:39]. (3) Given the product [NH2:11][C@H:12]([CH3:22])[CH2:13][CH2:14][C:15]([O:17][C:18]([CH3:21])([CH3:20])[CH3:19])=[O:16], predict the reactants needed to synthesize it. The reactants are: C(OC([NH:11][C@H:12]([CH3:22])[CH2:13][CH2:14][C:15]([O:17][C:18]([CH3:21])([CH3:20])[CH3:19])=[O:16])=O)C1C=CC=CC=1. (4) Given the product [C:1]([N:4]1[CH2:9][CH2:8][CH:7]([NH:10][C:11](=[O:20])[C:12]2[CH:17]=[C:16]([F:18])[CH:15]=[N:14][C:13]=2[O:30][C:25]2[CH:26]=[CH:27][C:28]([Cl:29])=[C:23]([S:22][CH3:21])[CH:24]=2)[CH2:6][CH2:5]1)(=[O:3])[CH3:2], predict the reactants needed to synthesize it. The reactants are: [C:1]([N:4]1[CH2:9][CH2:8][CH:7]([NH:10][C:11](=[O:20])[C:12]2[CH:17]=[C:16]([F:18])[CH:15]=[N:14][C:13]=2Cl)[CH2:6][CH2:5]1)(=[O:3])[CH3:2].[CH3:21][S:22][C:23]1[CH:24]=[C:25]([OH:30])[CH:26]=[CH:27][C:28]=1[Cl:29].C(=O)([O-])[O-].[Cs+].[Cs+].